This data is from Catalyst prediction with 721,799 reactions and 888 catalyst types from USPTO. The task is: Predict which catalyst facilitates the given reaction. (1) Reactant: FC(F)(F)C([O:5][CH2:6][C:7]1[CH:12]=[C:11]([C:13]#[N:14])[CH:10]=[C:9]([CH3:15])[N:8]=1)=O.C([O-])(O)=O.[Na+].CCOC(C)=O. Product: [OH:5][CH2:6][C:7]1[CH:12]=[C:11]([CH:10]=[C:9]([CH3:15])[N:8]=1)[C:13]#[N:14]. The catalyst class is: 1. (2) Reactant: C([O-])([O-])=O.[K+].[K+].[C:7]1([CH3:13])[CH:12]=[CH:11][CH:10]=CC=1.[Cl:14][CH2:15][C:16](Cl)=[O:17]. Product: [Cl:14][CH2:15][C:16]([CH:10]1[CH2:11][CH2:12][CH2:7][CH2:13]1)=[O:17]. The catalyst class is: 6. (3) Reactant: [Cl:1][C:2]1[CH:31]=[CH:30][CH:29]=[C:28]([C:32]([F:35])([F:34])[F:33])[C:3]=1[C:4]([N:6]1[C:14]2[C:9](=[C:10]([F:15])[CH:11]=[CH:12][CH:13]=2)[C:8]([C:16]2[CH2:21][CH2:20][C:19]([CH3:27])([C:22]([O:24][CH2:25][CH3:26])=[O:23])[CH2:18][CH:17]=2)=[N:7]1)=[O:5]. Product: [Cl:1][C:2]1[CH:31]=[CH:30][CH:29]=[C:28]([C:32]([F:33])([F:35])[F:34])[C:3]=1[C:4]([N:6]1[C:14]2[C:9](=[C:10]([F:15])[CH:11]=[CH:12][CH:13]=2)[C:8]([CH:16]2[CH2:17][CH2:18][C:19]([CH3:27])([C:22]([O:24][CH2:25][CH3:26])=[O:23])[CH2:20][CH2:21]2)=[N:7]1)=[O:5]. The catalyst class is: 99. (4) Reactant: [NH:1]1[C:9]2[C:4](=[CH:5][CH:6]=[CH:7][CH:8]=2)[C:3]([C:10]2[N:15]=[C:14]([NH:16][C:17]3[CH:22]=[CH:21][N:20]=[CH:19][CH:18]=3)[C:13]([O:23][CH3:24])=[CH:12][N:11]=2)=[N:2]1.[H-].[Na+].Br[CH2:28][C:29]1[C:34]([F:35])=[C:33]([CH3:36])[CH:32]=[CH:31][C:30]=1[Cl:37]. Product: [Cl:37][C:30]1[C:29]([CH2:28][N:1]2[C:9]3[C:4](=[CH:5][CH:6]=[CH:7][CH:8]=3)[C:3]([C:10]3[N:15]=[C:14]([NH:16][C:17]4[CH:22]=[CH:21][N:20]=[CH:19][CH:18]=4)[C:13]([O:23][CH3:24])=[CH:12][N:11]=3)=[N:2]2)=[C:34]([F:35])[C:33]([CH3:36])=[CH:32][CH:31]=1. The catalyst class is: 7. (5) Reactant: [OH:1][C:2]1[CH:3]=[C:4]([CH2:8][C:9]([O:11][CH3:12])=[O:10])[CH:5]=[CH:6][CH:7]=1.[C:13]([N:20]1[CH2:25][CH2:24][CH:23]([CH2:26][CH2:27][CH2:28]O)[CH2:22][CH2:21]1)([O:15][C:16]([CH3:19])([CH3:18])[CH3:17])=[O:14].C1(P(C2C=CC=CC=2)C2C=CC=CC=2)C=CC=CC=1.N(C(OC(C)C)=O)=NC(OC(C)C)=O. Product: [C:13]([N:20]1[CH2:21][CH2:22][CH:23]([CH2:26][CH2:27][CH2:28][O:1][C:2]2[CH:3]=[C:4]([CH2:8][C:9]([O:11][CH3:12])=[O:10])[CH:5]=[CH:6][CH:7]=2)[CH2:24][CH2:25]1)([O:15][C:16]([CH3:19])([CH3:18])[CH3:17])=[O:14]. The catalyst class is: 1. (6) Reactant: [NH2:1][C:2]1[C:11]2[C:6](=[CH:7][CH:8]=[CH:9][CH:10]=2)[CH:5]=[CH:4][C:3]=1[C:12]([OH:21])([C:17]([F:20])([F:19])[F:18])[C:13]([F:16])([F:15])[F:14].[O:22]1[CH:26]=[CH:25][CH:24]=[C:23]1[C:27](Cl)=[O:28].C([O-])([O-])=O.[K+].[K+]. Product: [F:20][C:17]([F:18])([F:19])[C:12]([C:3]1[CH:4]=[CH:5][C:6]2[C:11](=[CH:10][CH:9]=[CH:8][CH:7]=2)[C:2]=1[NH:1][C:27]([C:23]1[O:22][CH:26]=[CH:25][CH:24]=1)=[O:28])([OH:21])[C:13]([F:14])([F:15])[F:16]. The catalyst class is: 5. (7) Product: [C:19]([C:21]1[CH:22]=[C:23]([S:28]([NH:31][C:32]2[S:36][N:35]=[CH:34][N:33]=2)(=[O:30])=[O:29])[CH:24]=[CH:25][C:26]=1[O:18][C:9]1[CH:10]=[CH:11][C:12]([C:14]([F:15])([F:17])[F:16])=[CH:13][C:8]=1[C:7]1[CH:6]=[CH:5][N:4]=[N:3][C:2]=1[CH3:1])#[N:20]. Reactant: [CH3:1][C:2]1[N:3]=[N:4][CH:5]=[CH:6][C:7]=1[C:8]1[CH:13]=[C:12]([C:14]([F:17])([F:16])[F:15])[CH:11]=[CH:10][C:9]=1[OH:18].[C:19]([C:21]1[CH:22]=[C:23]([S:28]([NH:31][C:32]2[S:36][N:35]=[CH:34][N:33]=2)(=[O:30])=[O:29])[CH:24]=[CH:25][C:26]=1F)#[N:20].C(=O)([O-])[O-].[K+].[K+]. The catalyst class is: 16. (8) Reactant: [C:1]([O:5][C:6](=[O:34])[NH:7][C@@H:8]([CH2:24][C:25]1[C:33]2[C:28](=[CH:29][CH:30]=[CH:31][CH:32]=2)[NH:27][CH:26]=1)[CH2:9][O:10][C:11]1[CH:12]=[N:13][CH:14]=[C:15]([C:17]2[CH:22]=[CH:21][CH:20]=[C:19]([NH2:23])[CH:18]=2)[CH:16]=1)([CH3:4])([CH3:3])[CH3:2].Cl[C:36]1[CH:41]=[CH:40][N:39]=[C:38]([NH2:42])[N:37]=1. The catalyst class is: 14. Product: [C:1]([O:5][C:6](=[O:34])[NH:7][C@@H:8]([CH2:24][C:25]1[C:33]2[C:28](=[CH:29][CH:30]=[CH:31][CH:32]=2)[NH:27][CH:26]=1)[CH2:9][O:10][C:11]1[CH:12]=[N:13][CH:14]=[C:15]([C:17]2[CH:22]=[CH:21][CH:20]=[C:19]([NH:23][C:36]3[CH:41]=[CH:40][N:39]=[C:38]([NH2:42])[N:37]=3)[CH:18]=2)[CH:16]=1)([CH3:4])([CH3:2])[CH3:3].